The task is: Predict the product of the given reaction.. This data is from Forward reaction prediction with 1.9M reactions from USPTO patents (1976-2016). (1) Given the reactants CC1C=C(C)C=C(C)C=1S([O-])(=O)=O.[NH2:14][N+:15]1[CH:20]=[CH:19][CH:18]=[C:17]([O:21][CH3:22])[CH:16]=1.C(=O)([O-])[O-].[K+].[K+].O1CCOCC1.[O:35]=[C:36]([C:44]1[N:49]=[C:48]([C:50]([O:52][CH3:53])=[O:51])[CH:47]=[CH:46][CH:45]=1)[C:37]#[C:38][C:39]1[CH:43]=[CH:42][S:41][CH:40]=1, predict the reaction product. The product is: [CH3:22][O:21][C:17]1[CH:18]=[CH:19][C:20]2[N:15]([N:14]=[C:38]([C:39]3[CH:43]=[CH:42][S:41][CH:40]=3)[C:37]=2[C:36]([C:44]2[N:49]=[C:48]([C:50]([O:52][CH3:53])=[O:51])[CH:47]=[CH:46][CH:45]=2)=[O:35])[CH:16]=1. (2) The product is: [O:29]=[C:25]1[CH2:24][CH2:23][CH2:22][C:21]2[C:20]([CH2:30][S:31]([C:34]3[CH:39]=[CH:38][CH:37]=[CH:36][N:35]=3)(=[O:33])=[O:32])=[C:19]([O:1][CH2:2][CH2:3][C:4]3[N:8]([CH2:9][C:10]4[CH:17]=[CH:16][C:13]([C:14]#[N:15])=[CH:12][CH:11]=4)[CH:7]=[N:6][CH:5]=3)[CH:28]=[CH:27][C:26]1=2. Given the reactants [OH:1][CH2:2][CH2:3][C:4]1[N:8]([CH2:9][C:10]2[CH:17]=[CH:16][C:13]([C:14]#[N:15])=[CH:12][CH:11]=2)[CH:7]=[N:6][CH:5]=1.O[C:19]1[C:20]([CH2:30][S:31]([C:34]2[CH:39]=[CH:38][CH:37]=[CH:36][N:35]=2)(=[O:33])=[O:32])=[C:21]2[C:26](=[CH:27][CH:28]=1)[C:25](=[O:29])[CH2:24][CH2:23][CH2:22]2.C1(P(C2C=CC=CC=2)C2C=CC=CC=2)C=CC=CC=1.N(C(OC(C)C)=O)=NC(OC(C)C)=O, predict the reaction product. (3) Given the reactants [NH2:1][C:2]1[CH:7]=[CH:6][CH:5]=[C:4]([NH2:8])[N:3]=1.[S:9](=[O:13])(=[O:12])([OH:11])[OH:10], predict the reaction product. The product is: [S:9]([OH:13])([OH:12])(=[O:11])=[O:10].[NH2:1][C:2]1[CH:7]=[CH:6][CH:5]=[C:4]([NH2:8])[N:3]=1.[NH2:1][C:2]1[CH:7]=[CH:6][CH:5]=[C:4]([NH2:8])[N:3]=1. (4) Given the reactants [C:1]([CH:3]1[CH2:6][N:5]([C:7](=[O:43])[C@H:8]([NH:12][C:13]([C:15]2[C:23]3[C:18](=[N:19][CH:20]=[C:21]([C:24]4[C:32]5[C:27](=[CH:28][C:29]([Cl:33])=[CH:30][CH:31]=5)[N:26]([CH3:34])[N:25]=4)[N:22]=3)[N:17](COCC[Si](C)(C)C)[CH:16]=2)=[O:14])[CH2:9][O:10][CH3:11])[CH2:4]1)#[N:2].C(O)(C(F)(F)F)=O.C(N)CN, predict the reaction product. The product is: [C:1]([CH:3]1[CH2:6][N:5]([C:7](=[O:43])[C@H:8]([NH:12][C:13]([C:15]2[C:23]3[C:18](=[N:19][CH:20]=[C:21]([C:24]4[C:32]5[C:27](=[CH:28][C:29]([Cl:33])=[CH:30][CH:31]=5)[N:26]([CH3:34])[N:25]=4)[N:22]=3)[NH:17][CH:16]=2)=[O:14])[CH2:9][O:10][CH3:11])[CH2:4]1)#[N:2]. (5) Given the reactants [Br:1][C:2]1[CH:3]=[C:4]2[C:9](=[CH:10][C:11]=1[O:12][CH3:13])[N:8]=[C:7](Cl)[N:6]=[CH:5]2.[O:15]1[CH2:20][CH2:19][N:18]([C:21]2[CH:27]=[CH:26][C:24]([NH2:25])=[CH:23][CH:22]=2)[CH2:17][CH2:16]1, predict the reaction product. The product is: [Br:1][C:2]1[CH:3]=[C:4]2[C:9](=[CH:10][C:11]=1[O:12][CH3:13])[N:8]=[C:7]([NH:25][C:24]1[CH:23]=[CH:22][C:21]([N:18]3[CH2:19][CH2:20][O:15][CH2:16][CH2:17]3)=[CH:27][CH:26]=1)[N:6]=[CH:5]2. (6) Given the reactants C([O:3][C:4]([C:6]1[CH:10]=[CH:9][N:8]([CH:11]2[CH2:16][CH2:15][O:14][CH2:13][CH2:12]2)[N:7]=1)=[O:5])C.[OH-].[Na+], predict the reaction product. The product is: [O:14]1[CH2:15][CH2:16][CH:11]([N:8]2[CH:9]=[CH:10][C:6]([C:4]([OH:5])=[O:3])=[N:7]2)[CH2:12][CH2:13]1. (7) Given the reactants [C:1]([C:5]1[CH:9]=[C:8]([C:10]([O:12]CC)=[O:11])[N:7]([CH2:15][CH2:16][N:17]([CH3:19])[CH3:18])[N:6]=1)([CH3:4])([CH3:3])[CH3:2].[ClH:20], predict the reaction product. The product is: [Cl-:20].[C:1]([C:5]1[CH:9]=[C:8]([C:10]([OH:12])=[O:11])[N:7]([CH2:15][CH2:16][NH+:17]([CH3:19])[CH3:18])[N:6]=1)([CH3:4])([CH3:2])[CH3:3].